This data is from Full USPTO retrosynthesis dataset with 1.9M reactions from patents (1976-2016). The task is: Predict the reactants needed to synthesize the given product. (1) Given the product [CH3:83][N:84]([CH3:96])[C:85]([C:87]1[CH:92]=[CH:91][C:90]([C:23]2[CH:24]=[CH:25][C:26]3=[C:27]([CH:50]=2)[N:28]=[C:29]([NH:42][C:43](=[O:49])[O:44][C:45]([CH3:47])([CH3:46])[CH3:48])[CH2:30][C:31]([C:33](=[O:41])[N:34]([CH2:35][CH2:36][CH3:37])[CH2:38][CH2:39][CH3:40])=[CH:32]3)=[CH:89][CH:88]=1)=[O:86], predict the reactants needed to synthesize it. The reactants are: N1C2C=CC=CC=2C=CCC=1NC(=O)[O-].C([O-])([O-])=O.[Na+].[Na+].Br[C:23]1[CH:24]=[CH:25][C:26]2=[C:27]([CH:50]=1)[N:28]=[C:29]([NH:42][C:43](=[O:49])[O:44][C:45]([CH3:48])([CH3:47])[CH3:46])[CH2:30][C:31]([C:33](=[O:41])[N:34]([CH2:38][CH2:39][CH3:40])[CH2:35][CH2:36][CH3:37])=[CH:32]2.O.[K].[K].C1(P(C2C=CC(S(O)(=O)=O)=CC=2)C2C=CC(S(O)(=O)=O)=CC=2)C=CC=CC=1.N#N.[CH3:83][N:84]([CH3:96])[C:85]([C:87]1[CH:92]=[CH:91][C:90](B(O)O)=[CH:89][CH:88]=1)=[O:86]. (2) Given the product [CH2:72]=[C:68]1[C:66]2=[N:67][C:62]([C:54]3[S:53][C:52]([C:55]4[CH:56]=[N:57][CH:58]=[CH:59][CH:60]=4)=[N:51][C:50]=3[CH3:49])=[CH:63][CH:64]=[C:65]2[O:71][CH2:70][CH2:69]1, predict the reactants needed to synthesize it. The reactants are: CC1(C)C2C(=C(P(C3C=CC=CC=3)C3C=CC=CC=3)C=CC=2)OC2C(P(C3C=CC=CC=3)C3C=CC=CC=3)=CC=CC1=2.C([O-])([O-])=O.[K+].[K+].[CH3:49][C:50]1[N:51]=[C:52]([C:55]2[CH:56]=[N:57][CH:58]=[CH:59][CH:60]=2)[S:53][CH:54]=1.Br[C:62]1[N:67]=[C:66]2[C:68](=[CH2:72])[CH2:69][CH2:70][O:71][C:65]2=[CH:64][CH:63]=1. (3) Given the product [C:18]([C:5]1[CH:4]=[C:3]([NH2:2])[N:7]([C:8]2[CH:9]=[CH:10][C:11]([CH2:14][C:15]([O:17][CH2:26][CH3:27])=[O:16])=[CH:12][CH:13]=2)[N:6]=1)([CH3:21])([CH3:20])[CH3:19], predict the reactants needed to synthesize it. The reactants are: Cl.[NH2:2][C:3]1[N:7]([C:8]2[CH:13]=[CH:12][C:11]([CH2:14][C:15]([OH:17])=[O:16])=[CH:10][CH:9]=2)[N:6]=[C:5]([C:18]([CH3:21])([CH3:20])[CH3:19])[CH:4]=1.O=S(Cl)Cl.[CH3:26][CH2:27]O. (4) Given the product [I:1][C:2]1[CH:3]=[C:4]([CH:9]=[CH:10][CH:11]=1)[C:5]([NH:7][NH:8][C:18](=[O:21])[CH2:19][CH3:20])=[O:6], predict the reactants needed to synthesize it. The reactants are: [I:1][C:2]1[CH:3]=[C:4]([CH:9]=[CH:10][CH:11]=1)[C:5]([NH:7][NH2:8])=[O:6].N1C=CC=CC=1.[C:18](Cl)(=[O:21])[CH2:19][CH3:20].O. (5) Given the product [CH2:15]([N:14]([CH2:17][CH3:18])[C:12](=[O:13])[C:11]1[CH:19]=[C:7]([O:6][CH:1]2[CH2:2][CH2:3][CH2:4][CH2:5]2)[C:8]([O:22][CH3:23])=[CH:9][C:10]=1[CH:20]([OH:21])[CH2:24][CH3:25])[CH3:16], predict the reactants needed to synthesize it. The reactants are: [CH:1]1([O:6][C:7]2[C:8]([O:22][CH3:23])=[CH:9][C:10]([CH:20]=[O:21])=[C:11]([CH:19]=2)[C:12]([N:14]([CH2:17][CH3:18])[CH2:15][CH3:16])=[O:13])[CH2:5][CH2:4][CH2:3][CH2:2]1.[CH2:24]([Mg]Br)[CH3:25]. (6) Given the product [CH:1]([C:3]1[CH:11]=[CH:10][C:6]([C:7]([O:9][CH2:29][CH2:28][CH2:27][CH2:26][CH2:25][CH2:24][CH2:23][CH2:22][CH2:21][CH2:20][CH2:19][CH2:18][CH2:17][CH2:16][CH2:15][CH2:14][CH2:13][CH3:12])=[O:8])=[CH:5][CH:4]=1)=[CH2:2], predict the reactants needed to synthesize it. The reactants are: [CH:1]([C:3]1[CH:11]=[CH:10][C:6]([C:7]([OH:9])=[O:8])=[CH:5][CH:4]=1)=[CH2:2].[CH2:12](O)[CH2:13][CH2:14][CH2:15][CH2:16][CH2:17][CH2:18][CH2:19][CH2:20][CH2:21][CH2:22][CH2:23][CH2:24][CH2:25][CH2:26][CH2:27][CH2:28][CH3:29].C1(C)C=CC(S(O)(=O)=O)=CC=1.C1(C)C=CC=CC=1. (7) Given the product [C:28]([C:23]1[CH:24]=[CH:25][CH:26]=[CH:27][C:22]=1[C:19]1[CH:20]=[CH:21][C:16]([CH2:15][CH:5]([C:4](=[O:3])[CH2:11][CH2:12][CH3:13])[C:6]([O:8][CH2:9][CH3:10])=[O:7])=[CH:17][C:18]=1[CH3:30])#[N:29], predict the reactants needed to synthesize it. The reactants are: [H-].[Na+].[O:3]=[C:4]([CH2:11][CH2:12][CH3:13])[CH2:5][C:6]([O:8][CH2:9][CH3:10])=[O:7].Br[CH2:15][C:16]1[CH:21]=[CH:20][C:19]([C:22]2[C:23]([C:28]#[N:29])=[CH:24][CH:25]=[CH:26][CH:27]=2)=[C:18]([CH3:30])[CH:17]=1.Cl. (8) Given the product [CH3:1][C:2]1[N:3]=[C:4]([C:11]2[CH:12]=[CH:13][C:14]([C:17]([F:20])([F:18])[F:19])=[CH:15][CH:16]=2)[S:5][C:6]=1[CH2:7][OH:8], predict the reactants needed to synthesize it. The reactants are: [CH3:1][C:2]1[N:3]=[C:4]([C:11]2[CH:16]=[CH:15][C:14]([C:17]([F:20])([F:19])[F:18])=[CH:13][CH:12]=2)[S:5][C:6]=1[C:7](OC)=[O:8].[H-].C([Al+]CC(C)C)C(C)C.